This data is from Forward reaction prediction with 1.9M reactions from USPTO patents (1976-2016). The task is: Predict the product of the given reaction. (1) Given the reactants [NH2:1][C:2]1[CH:7]=[C:6]([S:8]([OH:11])(=[O:10])=[O:9])[C:5]([CH3:12])=[CH:4][C:3]=1[CH3:13].Cl.[N:15]([O-])=O.[Na+].[NH2:19][C:20]1[CH:21]=[CH:22][C:23]([CH3:27])=[C:24]([OH:26])[CH:25]=1, predict the reaction product. The product is: [NH2:19][C:20]1[CH:25]=[C:24]([OH:26])[C:23]([CH3:27])=[CH:22][C:21]=1[N:15]=[N:1][C:2]1[C:3]([CH3:13])=[CH:4][C:5]([CH3:12])=[C:6]([S:8]([OH:11])(=[O:9])=[O:10])[CH:7]=1. (2) Given the reactants [OH-].[Na+].[N:3]1[CH:8]=[C:7]([C:9]([NH:11][C@@:12]2([C:17]([O:19]CCC3C=CC=CC=3)=[O:18])[CH2:16][CH2:15][O:14][CH2:13]2)=[O:10])[CH:6]=[N:5][CH:4]=1.Cl, predict the reaction product. The product is: [N:3]1[CH:8]=[C:7]([C:9]([NH:11][C@@:12]2([C:17]([OH:19])=[O:18])[CH2:16][CH2:15][O:14][CH2:13]2)=[O:10])[CH:6]=[N:5][CH:4]=1.